Dataset: Kinase inhibitor bioactivity data combining Ki, Kd, and IC50 measurements. Task: Regression. Given a target protein amino acid sequence and a drug SMILES string, predict the binding affinity score between them. We predict KIBA score (integrated kinase binding score). Dataset: kiba. The small molecule is COC1C(CO)OC(n2c3ccccc3c3c4c(c5c6ccccc6[nH]c5c32)C(=O)NC4=O)C(O)C1O. The target protein (Q05655) has sequence MAPFLRIAFNSYELGSLQAEDEANQPFCAVKMKEALSTERGKTLVQKKPTMYPEWKSTFDAHIYEGRVIQIVLMRAAEEPVSEVTVGVSVLAERCKKNNGKAEFWLDLQPQAKVLMSVQYFLEDVDCKQSMRSEDEAKFPTMNRRGAIKQAKIHYIKNHEFIATFFGQPTFCSVCKDFVWGLNKQGYKCRQCNAAIHKKCIDKIIGRCTGTAANSRDTIFQKERFNIDMPHRFKVHNYMSPTFCDHCGSLLWGLVKQGLKCEDCGMNVHHKCREKVANLCGINQKLLAEALNQVTQRASRRSDSASSEPVGIYQGFEKKTGVAGEDMQDNSGTYGKIWEGSSKCNINNFIFHKVLGKGSFGKVLLGELKGRGEYFAIKALKKDVVLIDDDVECTMVEKRVLTLAAENPFLTHLICTFQTKDHLFFVMEFLNGGDLMYHIQDKGRFELYRATFYAAEIMCGLQFLHSKGIIYRDLKLDNVLLDRDGHIKIADFGMCKENIF.... The KIBA score is 9.95.